From a dataset of Reaction yield outcomes from USPTO patents with 853,638 reactions. Predict the reaction yield, written as a fraction of the theoretical maximum amount of product (1.0 means a 100% yield; for example, 0.34 means a 34% yield). The reactants are [OH:1][CH2:2][CH2:3][CH2:4][CH2:5][CH2:6][C:7]([O:9][CH2:10][CH3:11])=[O:8].C(N(CC)CC)C.[CH3:19][S:20](Cl)(=[O:22])=[O:21]. The catalyst is ClCCl. The product is [CH3:19][S:20]([O:1][CH2:2][CH2:3][CH2:4][CH2:5][CH2:6][C:7]([O:9][CH2:10][CH3:11])=[O:8])(=[O:22])=[O:21]. The yield is 0.850.